This data is from Catalyst prediction with 721,799 reactions and 888 catalyst types from USPTO. The task is: Predict which catalyst facilitates the given reaction. (1) Reactant: [OH2:1].[OH-].[Li+].[CH3:4][O:5][C:6]1[N:11]=[N:10][C:9]([C:12]2[N:16]([C:17]3[CH:18]=[N:19][CH:20]=[CH:21][CH:22]=3)[N:15]=[C:14]([C:23]([O:25][CH3:26])=[O:24])[CH:13]=2)=[CH:8][CH:7]=1.CO.Cl. Product: [OH:1][C:12]1([C:9]2[N:10]=[N:11][C:6]([O:5][CH3:4])=[CH:7][CH:8]=2)[N:16]([C:17]2[CH:18]=[N:19][CH:20]=[CH:21][CH:22]=2)[N:15]=[C:14]([C:23]([O:25][CH3:26])=[O:24])[CH2:13]1. The catalyst class is: 30. (2) Reactant: [N+:1]([C:4]1[CH:12]=[CH:11][CH:10]=[C:9]([N+:13]([O-])=O)[C:5]=1[C:6]([OH:8])=[O:7])([O-:3])=[O:2].[SH-].[Na+].CO. Product: [NH2:13][C:9]1[CH:10]=[CH:11][CH:12]=[C:4]([N+:1]([O-:3])=[O:2])[C:5]=1[C:6]([OH:8])=[O:7]. The catalyst class is: 6. (3) Reactant: [CH3:1][O:2][C:3]1[CH:4]=[C:5]2[C:10](=[CH:11][C:12]=1[O:13][CH3:14])[N:9]=[CH:8][N:7]=[C:6]2[O:15][C:16]1[CH:22]=[CH:21][C:19]([NH2:20])=[CH:18][C:17]=1[CH3:23].[F:24][C:25]1[CH:30]=[CH:29][C:28]([N:31]=[C:32]=[O:33])=[CH:27][CH:26]=1. Product: [CH3:1][O:2][C:3]1[CH:4]=[C:5]2[C:10](=[CH:11][C:12]=1[O:13][CH3:14])[N:9]=[CH:8][N:7]=[C:6]2[O:15][C:16]1[CH:22]=[CH:21][C:19]([NH:20][C:32]([NH:31][C:28]2[CH:29]=[CH:30][C:25]([F:24])=[CH:26][CH:27]=2)=[O:33])=[CH:18][C:17]=1[CH3:23]. The catalyst class is: 22.